From a dataset of Catalyst prediction with 721,799 reactions and 888 catalyst types from USPTO. Predict which catalyst facilitates the given reaction. (1) Reactant: [CH3:1][O:2][C:3]1[CH:12]=[C:11]2[C:6]([C:7]([O:13][CH2:14][C:15]3[N:19]4[CH:20]=[C:21]([C:24]5[CH2:29][CH2:28][N:27]([C:30]([O:32][C:33]([CH3:36])([CH3:35])[CH3:34])=[O:31])[CH2:26][CH:25]=5)[CH:22]=[CH:23][C:18]4=[N:17][N:16]=3)=[CH:8][CH:9]=[N:10]2)=[CH:5][CH:4]=1.Cl.C([N:40](CC)CC)C. Product: [CH3:1][O:2][C:3]1[CH:12]=[C:11]2[C:6]([C:7]([O:13][CH2:14][C:15]3[N:19]4[N:40]=[C:21]([C:24]5[CH2:29][CH2:28][N:27]([C:30]([O:32][C:33]([CH3:34])([CH3:36])[CH3:35])=[O:31])[CH2:26][CH:25]=5)[CH:22]=[CH:23][C:18]4=[N:17][N:16]=3)=[CH:8][CH:9]=[N:10]2)=[CH:5][CH:4]=1.[CH3:1][O:2][C:3]1[CH:12]=[C:11]2[C:6]([C:7]([O:13][CH2:14][C:15]3[N:19]4[CH:20]=[C:21]([C:24]5[CH2:29][CH2:28][NH:27][CH2:26][CH:25]=5)[CH:22]=[CH:23][C:18]4=[N:17][N:16]=3)=[CH:8][CH:9]=[N:10]2)=[CH:5][CH:4]=1. The catalyst class is: 5. (2) Reactant: [N:1]1([C:7]2[N:12]=[C:11]([C:13]3[CH:18]=[CH:17][C:16]([NH2:19])=[CH:15][CH:14]=3)[N:10]=[C:9]3[N:20]([C:23]4[CH:28]=[CH:27][CH:26]=[CH:25][CH:24]=4)[N:21]=[CH:22][C:8]=23)[CH2:6][CH2:5][O:4][CH2:3][CH2:2]1.[C:29](Cl)(Cl)=[O:30].[NH2:33][NH2:34]. Product: [N:1]1([C:7]2[N:12]=[C:11]([C:13]3[CH:18]=[CH:17][C:16]([NH:19][C:29]([NH:33][NH2:34])=[O:30])=[CH:15][CH:14]=3)[N:10]=[C:9]3[N:20]([C:23]4[CH:28]=[CH:27][CH:26]=[CH:25][CH:24]=4)[N:21]=[CH:22][C:8]=23)[CH2:6][CH2:5][O:4][CH2:3][CH2:2]1. The catalyst class is: 390. (3) Reactant: C[O-].[Na+].CO.[N+](C1C=CC(S([NH:18][CH:19]([C:26]2[CH:31]=[CH:30][CH:29]=[CH:28][CH:27]=2)[C:20]2[CH:25]=[CH:24][CH:23]=[CH:22][CH:21]=2)(=O)=O)=CC=1)([O-])=O.Cl. Product: [CH:19]([NH2:18])([C:26]1[CH:27]=[CH:28][CH:29]=[CH:30][CH:31]=1)[C:20]1[CH:25]=[CH:24][CH:23]=[CH:22][CH:21]=1. The catalyst class is: 216. (4) Reactant: [N-:1]=[N+:2]=[N-:3].[Na+].[C:5]([O:9][C:10]([N:12]1[CH2:16][C@H:15](OS(C)(=O)=O)[CH2:14][C@@H:13]1[CH2:22][C:23]1[C:31]2[C:26](=[CH:27][CH:28]=[CH:29][CH:30]=2)[NH:25][C:24]=1[CH3:32])=[O:11])([CH3:8])([CH3:7])[CH3:6]. Product: [C:5]([O:9][C:10]([N:12]1[CH2:16][C@@H:15]([N:1]=[N+:2]=[N-:3])[CH2:14][C@@H:13]1[CH2:22][C:23]1[C:31]2[C:26](=[CH:27][CH:28]=[CH:29][CH:30]=2)[NH:25][C:24]=1[CH3:32])=[O:11])([CH3:8])([CH3:7])[CH3:6]. The catalyst class is: 9.